Dataset: Acute oral toxicity (LD50) regression data from Zhu et al.. Task: Regression/Classification. Given a drug SMILES string, predict its toxicity properties. Task type varies by dataset: regression for continuous values (e.g., LD50, hERG inhibition percentage) or binary classification for toxic/non-toxic outcomes (e.g., AMES mutagenicity, cardiotoxicity, hepatotoxicity). Dataset: ld50_zhu. (1) The rat oral LD50 is 3.61, given as -log10 of the dose in mol/kg body weight (higher means more acutely toxic). The molecule is CCOP(=S)(OCC)SC(=CC(=O)OC)C(=O)OC. (2) The drug is CCOP(=S)(Cl)OCC. The rat oral LD50 is 2.15, given as -log10 of the dose in mol/kg body weight (higher means more acutely toxic). (3) The rat oral LD50 is 3.02, given as -log10 of the dose in mol/kg body weight (higher means more acutely toxic). The drug is C=CCOc1ccccc1OC(=O)NC. (4) The molecule is NC(=S)SSC(N)=S. The rat oral LD50 is 1.98, given as -log10 of the dose in mol/kg body weight (higher means more acutely toxic).